Dataset: Forward reaction prediction with 1.9M reactions from USPTO patents (1976-2016). Task: Predict the product of the given reaction. (1) Given the reactants N1C=CC=CC=1.S(Cl)(Cl)=O.[S:11]1[C:15]2[CH:16]=[CH:17][CH:18]=[CH:19][C:14]=2[N:13]=[C:12]1[C:20]1(O)[C:28]2[C:23](=[CH:24][CH:25]=[C:26]([Cl:29])[CH:27]=2)[NH:22][C:21]1=[O:30].[Cl-:32].[NH4+], predict the reaction product. The product is: [S:11]1[C:15]2[CH:16]=[CH:17][CH:18]=[CH:19][C:14]=2[N:13]=[C:12]1[C:20]1([Cl:32])[C:28]2[C:23](=[CH:24][CH:25]=[C:26]([Cl:29])[CH:27]=2)[NH:22][C:21]1=[O:30]. (2) Given the reactants [CH3:1][N:2]([CH2:6][CH2:7][O:8][N:9]1C(=O)C2=CC=CC=C2C1=O)[CH2:3][CH2:4][OH:5].[I:20][CH3:21], predict the reaction product. The product is: [I-:20].[NH2:9][O:8][CH2:7][CH2:6][N+:2]([CH2:3][CH2:4][OH:5])([CH3:1])[CH3:21]. (3) Given the reactants [Cl:1][C:2]1[CH:3]=[C:4]([NH:9][C:10]2[N:15]=[C:14]([NH:16][CH2:17][CH2:18][CH2:19][O:20][CH3:21])[C:13]([C:22](=[S:24])[NH2:23])=[CH:12][N:11]=2)[CH:5]=[CH:6][C:7]=1[F:8].[CH2:25]([O:27][C:28](=[O:40])[C:29](=[N+]=N)[C:30](=O)[C:31]1[CH:36]=[CH:35][CH:34]=[CH:33][N:32]=1)[CH3:26], predict the reaction product. The product is: [Cl:1][C:2]1[CH:3]=[C:4]([NH:9][C:10]2[N:15]=[C:14]([NH:16][CH2:17][CH2:18][CH2:19][O:20][CH3:21])[C:13]([C:22]3[S:24][C:29]([C:28]([O:27][CH2:25][CH3:26])=[O:40])=[C:30]([C:31]4[CH:36]=[CH:35][CH:34]=[CH:33][N:32]=4)[N:23]=3)=[CH:12][N:11]=2)[CH:5]=[CH:6][C:7]=1[F:8]. (4) Given the reactants [CH3:1][S:2][C:3]1[N:4]=[C:5]([C:11]2[CH:12]=[N:13][CH:14]=[CH:15][CH:16]=2)[S:6][C:7]=1[N+:8]([O-])=O.C(O)(=O)C.[H][H], predict the reaction product. The product is: [CH3:1][S:2][C:3]1[N:4]=[C:5]([C:11]2[CH:12]=[N:13][CH:14]=[CH:15][CH:16]=2)[S:6][C:7]=1[NH2:8]. (5) The product is: [CH3:57][O:56][C:54](=[O:55])[CH2:53][O:52][C:51]1[CH:58]=[CH:59][CH:60]=[C:49]([NH:48][C:21]([C:10]2[C:9]([C:6]3[CH:7]=[CH:8][C:3]([O:2][CH3:1])=[CH:4][CH:5]=3)=[C:13]([C:14]3[CH:19]=[CH:18][CH:17]=[CH:16][CH:15]=3)[O:12][C:11]=2[CH3:20])=[O:22])[CH:50]=1. Given the reactants [CH3:1][O:2][C:3]1[CH:8]=[CH:7][C:6]([C:9]2[C:10]([C:21](O)=[O:22])=[C:11]([CH3:20])[O:12][C:13]=2[C:14]2[CH:19]=[CH:18][CH:17]=[CH:16][CH:15]=2)=[CH:5][CH:4]=1.CN(C(ON1N=NC2C=CC=NC1=2)=[N+](C)C)C.F[P-](F)(F)(F)(F)F.[NH2:48][C:49]1[CH:50]=[C:51]([CH:58]=[CH:59][CH:60]=1)[O:52][CH2:53][C:54]([O:56][CH3:57])=[O:55].C(N(C(C)C)CC)(C)C, predict the reaction product. (6) Given the reactants [Cl:1][C:2]1[CH:7]=[CH:6][C:5]([C:8]2[C:13]([CH3:14])=[N:12][NH:11][C:10](=O)[C:9]=2[C:16]2[C:21]([F:22])=[CH:20][C:19]([O:23][CH2:24][CH3:25])=[CH:18][C:17]=2[F:26])=[CH:4][CH:3]=1.P(Cl)(Cl)([Cl:29])=O, predict the reaction product. The product is: [Cl:29][C:10]1[N:11]=[N:12][C:13]([CH3:14])=[C:8]([C:5]2[CH:6]=[CH:7][C:2]([Cl:1])=[CH:3][CH:4]=2)[C:9]=1[C:16]1[C:21]([F:22])=[CH:20][C:19]([O:23][CH2:24][CH3:25])=[CH:18][C:17]=1[F:26]. (7) Given the reactants [CH3:1][O:2][C:3]1[CH:12]=[CH:11][CH:10]=[C:9]([C:13]2[N:18]=[CH:17][CH:16]=[CH:15][N:14]=2)[C:4]=1[C:5]([O:7]C)=[O:6].[OH-].[Na+], predict the reaction product. The product is: [CH3:1][O:2][C:3]1[CH:12]=[CH:11][CH:10]=[C:9]([C:13]2[N:14]=[CH:15][CH:16]=[CH:17][N:18]=2)[C:4]=1[C:5]([OH:7])=[O:6].